From a dataset of Reaction yield outcomes from USPTO patents with 853,638 reactions. Predict the reaction yield, written as a fraction of the theoretical maximum amount of product (1.0 means a 100% yield; for example, 0.34 means a 34% yield). (1) The reactants are [Br:1][C:2]1[CH:10]=[C:6]([C:7]([OH:9])=O)[C:5]([OH:11])=[CH:4][CH:3]=1.[CH3:12][C:13]([C:16]1[CH:17]=[C:18]([CH:20]=[C:21]([C:23]([CH3:26])([CH3:25])[CH3:24])[CH:22]=1)[NH2:19])([CH3:15])[CH3:14]. No catalyst specified. The product is [CH3:15][C:13]([C:16]1[CH:17]=[C:18]([NH:19][C:7](=[O:9])[C:6]2[CH:10]=[C:2]([Br:1])[CH:3]=[CH:4][C:5]=2[OH:11])[CH:20]=[C:21]([C:23]([CH3:26])([CH3:25])[CH3:24])[CH:22]=1)([CH3:12])[CH3:14]. The yield is 0.452. (2) The reactants are [CH2:1]([C:11]1[C:18]2[S:17][C:16]3[C:19]([CH2:25][CH2:26][CH2:27][CH2:28][CH2:29][CH2:30][CH2:31][CH2:32][CH2:33][CH3:34])=[C:20](C(O)=O)[S:21][C:15]=3[C:14]=2[S:13][C:12]=1C(O)=O)[CH2:2][CH2:3][CH2:4][CH2:5][CH2:6][CH2:7][CH2:8][CH2:9][CH3:10].N1C2C(=CC=CC=2)C=CC=1.C(=O)=O. The catalyst is [Cu].CCCCCC. The product is [CH2:1]([C:11]1[C:18]2[S:17][C:16]3[C:19]([CH2:25][CH2:26][CH2:27][CH2:28][CH2:29][CH2:30][CH2:31][CH2:32][CH2:33][CH3:34])=[CH:20][S:21][C:15]=3[C:14]=2[S:13][CH:12]=1)[CH2:2][CH2:3][CH2:4][CH2:5][CH2:6][CH2:7][CH2:8][CH2:9][CH3:10]. The yield is 0.474. (3) The product is [F:28][C:19]([F:18])([F:27])[C:20]1[N:21]=[C:22]([C:25]([OH:1])=[O:26])[NH:23][CH:24]=1. The reactants are [OH2:1].O.P([O-])(O)(O)=O.[Na+].CC(=CC)C.Cl([O-])=O.[Na+].[F:18][C:19]([F:28])([F:27])[C:20]1[N:21]=[C:22]([CH:25]=[O:26])[NH:23][CH:24]=1. The yield is 0.980. The catalyst is C(O)(C)(C)C. (4) The reactants are [CH3:1][C:2]1[NH:3][C:4]2[C:9]([C:10]=1[C:11]([N:13]1[CH2:18][CH2:17][C:16]3([C:22]4[CH:23]=[CH:24][CH:25]=[CH:26][C:21]=4[CH2:20][O:19]3)[CH2:15][CH2:14]1)=[O:12])=[CH:8][CH:7]=[CH:6][CH:5]=2.[H-].[Na+].[C:29]1([S:35](Cl)(=[O:37])=[O:36])[CH:34]=[CH:33][CH:32]=[CH:31][CH:30]=1. The catalyst is CN(C=O)C. The product is [CH3:1][C:2]1[N:3]([S:35]([C:29]2[CH:34]=[CH:33][CH:32]=[CH:31][CH:30]=2)(=[O:37])=[O:36])[C:4]2[C:9]([C:10]=1[C:11]([N:13]1[CH2:14][CH2:15][C:16]3([C:22]4[CH:23]=[CH:24][CH:25]=[CH:26][C:21]=4[CH2:20][O:19]3)[CH2:17][CH2:18]1)=[O:12])=[CH:8][CH:7]=[CH:6][CH:5]=2. The yield is 0.800. (5) The reactants are [O:1]=[C:2]1[C:8]2[C:9]([C:13]3[CH:18]=[CH:17][CH:16]=[CH:15][CH:14]=3)=[CH:10][CH:11]=[CH:12][C:7]=2[O:6][CH2:5][CH:4]2[CH2:19][N:20](C(OC(C)(C)C)=O)[CH2:21][CH2:22][N:3]12.C(OCC)(=O)C.[ClH:36]. No catalyst specified. The product is [ClH:36].[C:13]1([C:9]2[C:8]3[C:2](=[O:1])[N:3]4[CH2:22][CH2:21][NH:20][CH2:19][CH:4]4[CH2:5][O:6][C:7]=3[CH:12]=[CH:11][CH:10]=2)[CH:14]=[CH:15][CH:16]=[CH:17][CH:18]=1. The yield is 0.960. (6) The catalyst is C(#N)C.O.C(O)(C)(C)C. The reactants are [Cl:1][C:2]1[CH:10]=[C:9]2[C:5]([C:6]([CH:11]=[O:12])=[CH:7][NH:8]2)=[CH:4][C:3]=1[C:13]1[CH:18]=[CH:17][C:16]([O:19][CH2:20][CH2:21][N:22]2[CH2:27][CH2:26][O:25][CH2:24][CH2:23]2)=[CH:15][CH:14]=1.CC(=CC)C.Cl([O-])=[O:34].[Na+].OP([O-])(O)=O.[Na+]. The product is [Cl:1][C:2]1[CH:10]=[C:9]2[C:5]([C:6]([C:11]([OH:34])=[O:12])=[CH:7][NH:8]2)=[CH:4][C:3]=1[C:13]1[CH:14]=[CH:15][C:16]([O:19][CH2:20][CH2:21][N:22]2[CH2:23][CH2:24][O:25][CH2:26][CH2:27]2)=[CH:17][CH:18]=1. The yield is 0.220.